Task: Predict the reactants needed to synthesize the given product.. Dataset: Full USPTO retrosynthesis dataset with 1.9M reactions from patents (1976-2016) (1) Given the product [CH3:1][C:2]1[NH:6][N:5]=[C:4]([CH:7]([C:9]2[CH:10]=[CH:11][C:12]3[NH:18][C:17]4[N:19]=[C:20]([C:23]([F:24])([F:25])[F:26])[CH:21]=[CH:22][C:16]=4[CH2:15][N:14]([S:27]([C:30]4[CH:35]=[CH:34][C:33]([O:36][C:37]([F:39])([F:40])[F:38])=[CH:32][CH:31]=4)(=[O:29])=[O:28])[C:13]=3[CH:41]=2)[OH:8])[CH:3]=1, predict the reactants needed to synthesize it. The reactants are: [CH3:1][C:2]1[NH:6][N:5]=[C:4]([C:7]([C:9]2[CH:10]=[CH:11][C:12]3[NH:18][C:17]4[N:19]=[C:20]([C:23]([F:26])([F:25])[F:24])[CH:21]=[CH:22][C:16]=4[CH2:15][N:14]([S:27]([C:30]4[CH:35]=[CH:34][C:33]([O:36][C:37]([F:40])([F:39])[F:38])=[CH:32][CH:31]=4)(=[O:29])=[O:28])[C:13]=3[CH:41]=2)=[O:8])[CH:3]=1.CC1NN=C(C(C2C=CC3NC4N=C(C(F)(F)F)C=CC=4CN(S(C4C=CC(OC(F)(F)F)=CC=4)(=O)=O)C=3C=2)(O)C)C=1. (2) Given the product [CH:1]1([C:4]2[O:5][CH:6]=[C:7]([C:9]([O:11][CH3:12])=[O:10])[N:8]=2)[CH2:2][CH2:3]1, predict the reactants needed to synthesize it. The reactants are: [CH:1]1([C:4]2[O:5][CH2:6][CH:7]([C:9]([O:11][CH3:12])=[O:10])[N:8]=2)[CH2:3][CH2:2]1.C1C(C(OOC(C)(C)C)=O)=CC=CC=1.